Dataset: NCI-60 drug combinations with 297,098 pairs across 59 cell lines. Task: Regression. Given two drug SMILES strings and cell line genomic features, predict the synergy score measuring deviation from expected non-interaction effect. (1) Drug 1: CN1CCC(CC1)COC2=C(C=C3C(=C2)N=CN=C3NC4=C(C=C(C=C4)Br)F)OC. Drug 2: C1CC(=O)NC(=O)C1N2C(=O)C3=CC=CC=C3C2=O. Cell line: MDA-MB-435. Synergy scores: CSS=7.23, Synergy_ZIP=0.0865, Synergy_Bliss=8.53, Synergy_Loewe=6.00, Synergy_HSA=6.20. (2) Drug 1: COC1=C(C=C2C(=C1)N=CN=C2NC3=CC(=C(C=C3)F)Cl)OCCCN4CCOCC4. Drug 2: C(CCl)NC(=O)N(CCCl)N=O. Cell line: OVCAR-8. Synergy scores: CSS=28.9, Synergy_ZIP=0.0484, Synergy_Bliss=4.04, Synergy_Loewe=-3.12, Synergy_HSA=4.22. (3) Drug 1: C1=CC(=CC=C1C#N)C(C2=CC=C(C=C2)C#N)N3C=NC=N3. Drug 2: C1=NC(=NC(=O)N1C2C(C(C(O2)CO)O)O)N. Cell line: HT29. Synergy scores: CSS=12.9, Synergy_ZIP=0.660, Synergy_Bliss=8.37, Synergy_Loewe=-7.27, Synergy_HSA=-2.51. (4) Drug 1: CCC1(CC2CC(C3=C(CCN(C2)C1)C4=CC=CC=C4N3)(C5=C(C=C6C(=C5)C78CCN9C7C(C=CC9)(C(C(C8N6C)(C(=O)OC)O)OC(=O)C)CC)OC)C(=O)OC)O.OS(=O)(=O)O. Drug 2: C1CN(P(=O)(OC1)NCCCl)CCCl. Cell line: MOLT-4. Synergy scores: CSS=2.14, Synergy_ZIP=-11.4, Synergy_Bliss=-22.2, Synergy_Loewe=-56.3, Synergy_HSA=-23.9. (5) Drug 1: CCCS(=O)(=O)NC1=C(C(=C(C=C1)F)C(=O)C2=CNC3=C2C=C(C=N3)C4=CC=C(C=C4)Cl)F. Drug 2: C1=NNC2=C1C(=O)NC=N2. Cell line: MCF7. Synergy scores: CSS=2.12, Synergy_ZIP=-0.999, Synergy_Bliss=0.981, Synergy_Loewe=-0.408, Synergy_HSA=-0.294. (6) Drug 1: C1=CC(=C2C(=C1NCCNCCO)C(=O)C3=C(C=CC(=C3C2=O)O)O)NCCNCCO. Drug 2: COC1=CC(=CC(=C1O)OC)C2C3C(COC3=O)C(C4=CC5=C(C=C24)OCO5)OC6C(C(C7C(O6)COC(O7)C8=CC=CS8)O)O. Cell line: NCI-H522. Synergy scores: CSS=56.4, Synergy_ZIP=-4.59, Synergy_Bliss=-3.16, Synergy_Loewe=0.795, Synergy_HSA=3.00.